Dataset: Full USPTO retrosynthesis dataset with 1.9M reactions from patents (1976-2016). Task: Predict the reactants needed to synthesize the given product. (1) Given the product [NH3:8].[F:37][C:34]([F:35])([F:36])[C:26]1[CH:25]=[C:24]([CH2:23][O:22][C@@H:10]2[CH2:11][CH2:12][C@@H:13]3[NH:8][C@@:9]2([C:38]2[CH:39]=[CH:40][CH:41]=[CH:42][CH:43]=2)[CH2:15][C@H:14]3[C:16]2[N:20]([CH3:44])[N:19]=[N:18][N:17]=2)[CH:29]=[C:28]([C:30]([F:31])([F:32])[F:33])[CH:27]=1, predict the reactants needed to synthesize it. The reactants are: C([N:8]1[C@@H:13]2[C@H:14]([C:16]3[N:17]=[N:18][N:19](C)[N:20]=3)[CH2:15][C@@:9]1([C:38]1[CH:43]=[CH:42][CH:41]=[CH:40][CH:39]=1)[C@H:10]([O:22][CH2:23][C:24]1[CH:29]=[C:28]([C:30]([F:33])([F:32])[F:31])[CH:27]=[C:26]([C:34]([F:37])([F:36])[F:35])[CH:25]=1)[CH2:11][CH2:12]2)C1C=CC=CC=1.[CH3:44]O. (2) Given the product [CH2:12]([O:11][C:9]([N:8]1[C@@H:3]([CH2:2][OH:1])[CH2:4][CH2:5][C@H:6]([C:19]([OH:21])=[O:20])[CH2:7]1)=[O:10])[C:13]1[CH:18]=[CH:17][CH:16]=[CH:15][CH:14]=1, predict the reactants needed to synthesize it. The reactants are: [OH:1][CH2:2][C@@H:3]1[N:8]([C:9]([O:11][CH2:12][C:13]2[CH:18]=[CH:17][CH:16]=[CH:15][CH:14]=2)=[O:10])[CH2:7][C@@H:6]([C:19]([O:21]C)=[O:20])[CH2:5][CH2:4]1.O.[OH-].[Li+]. (3) Given the product [C:1]([S:73][CH2:72][CH2:71][NH:70][C:68](=[O:69])[CH2:67][CH2:66][NH:65][C:63](=[O:64])[C@H:61]([OH:62])[C:58]([CH3:60])([CH3:59])[CH2:57][O:56][P:53]([OH:55])(=[O:54])[O:52][P:49]([OH:51])(=[O:50])[O:48][CH2:47][C@H:46]1[O:74][C@@H:37]([N:75]2[C:84]3[N:83]=[CH:82][N:81]=[C:79]([NH2:80])[C:78]=3[N:77]=[CH:76]2)[C@H:38]([OH:39])[C@@H:40]1[O:41][P:42]([OH:45])([OH:44])=[O:43])(=[O:5])[CH3:2], predict the reactants needed to synthesize it. The reactants are: [C:1](O)(=[O:5])[CH2:2]C#C.C(O)(=O)CCC#C.C(O)(=O)CCCC#C.C1(N=C=NC2CCCCC2)CCCCC1.[C@@H:37]1([N:75]2[C:84]3[N:83]=[CH:82][N:81]=[C:79]([NH2:80])[C:78]=3[N:77]=[CH:76]2)[O:74][C@H:46]([CH2:47][O:48][P:49]([O:52][P:53]([O:56][CH2:57][C:58]([C@H:61]([C:63]([NH:65][CH2:66][CH2:67][C:68]([NH:70][CH2:71][CH2:72][SH:73])=[O:69])=[O:64])[OH:62])([CH3:60])[CH3:59])([OH:55])=[O:54])([OH:51])=[O:50])[C@@H:40]([O:41][P:42]([OH:45])([OH:44])=[O:43])[C@H:38]1[OH:39].C(N(CC)CC)C.Cl. (4) Given the product [CH:23]([NH:22][C:18]1[C:17]2[C:13]([C:9]3[CH:8]=[C:7]([CH:1]4[CH2:2][CH2:3][CH2:4][O:53]4)[CH:12]=[CH:11][N:10]=3)=[N:14][NH:15][C:16]=2[CH:21]=[CH:20][N:19]=1)([CH3:25])[CH3:24], predict the reactants needed to synthesize it. The reactants are: [CH:1]1([C:7]2[CH:12]=[CH:11][N:10]=[C:9]([C:13]3[C:17]4[C:18]([NH:22][CH:23]([CH3:25])[CH3:24])=[N:19][CH:20]=[CH:21][C:16]=4[NH:15][N:14]=3)[CH:8]=2)CC[CH2:4][CH2:3][CH2:2]1.ClC1C=CN=C(C2C3C(NC(C)C)=NC=CC=3N(CC3C=CC([O:53]C)=CC=3)N=2)C=1.O1CCC=C1B1OC(C)(C)C(C)(C)O1. (5) Given the product [C:22]([O:21][C:19]([N:15]1[CH2:16][CH2:17][CH2:18][C:13]2([NH:12][C:11](=[O:27])[C:10]3[CH:28]=[C:6](/[CH:5]=[CH:4]/[C:3]([OH:29])=[O:2])[CH:7]=[CH:8][C:9]=3[O:26]2)[CH2:14]1)=[O:20])([CH3:25])([CH3:23])[CH3:24], predict the reactants needed to synthesize it. The reactants are: C[O:2][C:3](=[O:29])/[CH:4]=[CH:5]/[C:6]1[CH:7]=[CH:8][C:9]2[O:26][C:13]3([CH2:18][CH2:17][CH2:16][N:15]([C:19]([O:21][C:22]([CH3:25])([CH3:24])[CH3:23])=[O:20])[CH2:14]3)[NH:12][C:11](=[O:27])[C:10]=2[CH:28]=1.[OH-].[Na+].